This data is from Full USPTO retrosynthesis dataset with 1.9M reactions from patents (1976-2016). The task is: Predict the reactants needed to synthesize the given product. (1) Given the product [F:28][C:29]1[CH:30]=[C:31]([CH:36]2[CH2:41][CH2:40][N:39]([C:24]([C:11]3[CH:12]=[N:13][C:14]4[N:15]([N:16]=[CH:17][C:18]=4[C:19]([O:21][CH2:22][CH3:23])=[O:20])[C:10]=3[NH:9][C:3]3[CH:4]=[C:5]([CH3:8])[CH:6]=[CH:7][C:2]=3[CH3:1])=[O:25])[CH2:38][CH2:37]2)[CH:32]=[CH:33][C:34]=1[F:35], predict the reactants needed to synthesize it. The reactants are: [CH3:1][C:2]1[CH:7]=[CH:6][C:5]([CH3:8])=[CH:4][C:3]=1[NH:9][C:10]1[N:15]2[N:16]=[CH:17][C:18]([C:19]([O:21][CH2:22][CH3:23])=[O:20])=[C:14]2[N:13]=[CH:12][C:11]=1[C:24](O)=[O:25].Cl.[F:28][C:29]1[CH:30]=[C:31]([CH:36]2[CH2:41][CH2:40][NH:39][CH2:38][CH2:37]2)[CH:32]=[CH:33][C:34]=1[F:35]. (2) The reactants are: [CH3:1][O:2][C:3]1[CH:4]=[C:5]([CH:17]=[CH:18][C:19]=1[O:20][CH3:21])[C:6]([CH:8]1[CH:13]([C:14](O)=[O:15])[CH2:12][CH:11]=[CH:10][CH2:9]1)=O.O.[NH2:23][NH2:24]. Given the product [CH3:1][O:2][C:3]1[CH:4]=[C:5]([C:6]2[CH:8]3[CH:13]([CH2:12][CH:11]=[CH:10][CH2:9]3)[C:14](=[O:15])[NH:24][N:23]=2)[CH:17]=[CH:18][C:19]=1[O:20][CH3:21], predict the reactants needed to synthesize it. (3) Given the product [CH3:14][O:13][C:10]1[CH:11]=[CH:12][C:7]([CH2:6][NH:1][CH2:2][CH:3]([OH:5])[CH3:4])=[CH:8][CH:9]=1, predict the reactants needed to synthesize it. The reactants are: [NH2:1][CH2:2][CH:3]([OH:5])[CH3:4].[CH:6](=O)[C:7]1[CH:12]=[CH:11][C:10]([O:13][CH3:14])=[CH:9][CH:8]=1.[BH4-].[Na+]. (4) Given the product [Cl-:29].[S:1]1[CH:5]=[C:4]([C@H:6]([NH:18][C:19]2[CH:24]=[CH:23][CH:22]=[CH:21][CH:20]=2)[C:7]([O:9][C@@H:10]2[CH:15]3[CH2:16][CH2:17][N+:12]([CH2:30][C:31](=[O:32])[C:33]4[CH:38]=[CH:37][CH:36]=[CH:35][CH:34]=4)([CH2:13][CH2:14]3)[CH2:11]2)=[O:8])[C:3]2[CH:25]=[CH:26][CH:27]=[CH:28][C:2]1=2, predict the reactants needed to synthesize it. The reactants are: [S:1]1[CH:5]=[C:4]([C@H:6]([NH:18][C:19]2[CH:24]=[CH:23][CH:22]=[CH:21][CH:20]=2)[C:7]([O:9][C@@H:10]2[CH:15]3[CH2:16][CH2:17][N:12]([CH2:13][CH2:14]3)[CH2:11]2)=[O:8])[C:3]2[CH:25]=[CH:26][CH:27]=[CH:28][C:2]1=2.[Cl:29][CH2:30][C:31]([C:33]1[CH:38]=[CH:37][CH:36]=[CH:35][CH:34]=1)=[O:32].